Dataset: Forward reaction prediction with 1.9M reactions from USPTO patents (1976-2016). Task: Predict the product of the given reaction. (1) Given the reactants Br.[CH3:2][C:3]1[N:4]=[C:5]([NH2:20])[S:6][C:7]=1[C:8]1[CH:13]=[CH:12][N:11]=[C:10]([N:14]2[CH2:19][CH2:18][O:17][CH2:16][CH2:15]2)[CH:9]=1.C(N(C(C)C)C(C)C)C.[C:30](OC(=O)C)(=[O:32])[CH3:31], predict the reaction product. The product is: [CH3:2][C:3]1[N:4]=[C:5]([NH:20][C:30](=[O:32])[CH3:31])[S:6][C:7]=1[C:8]1[CH:13]=[CH:12][N:11]=[C:10]([N:14]2[CH2:15][CH2:16][O:17][CH2:18][CH2:19]2)[CH:9]=1. (2) Given the reactants [NH2:1][C:2]1[C:3]([NH:13][C@H:14]2[C@@H:18]3[O:19][C:20]([CH3:23])([CH3:22])[O:21][C@@H:17]3[C@@H:16]([O:24][CH2:25][C:26]([OH:28])=[O:27])[CH2:15]2)=[N:4][C:5]([S:9][CH2:10][CH2:11][CH3:12])=[N:6][C:7]=1[Cl:8].C(O[N:35]=O)CC(C)C, predict the reaction product. The product is: [Cl:8][C:7]1[C:2]2[N:1]=[N:35][N:13]([C@H:14]3[C@@H:18]4[O:19][C:20]([CH3:22])([CH3:23])[O:21][C@@H:17]4[C@@H:16]([O:24][CH2:25][C:26]([OH:28])=[O:27])[CH2:15]3)[C:3]=2[N:4]=[C:5]([S:9][CH2:10][CH2:11][CH3:12])[N:6]=1. (3) Given the reactants [Li+].[OH-].C[O:4][C:5]([C:7]1[C:8]([CH3:17])=[C:9]2[N:14]([CH:15]=1)[N:13]=[CH:12][NH:11][C:10]2=[O:16])=[O:6], predict the reaction product. The product is: [CH3:17][C:8]1[C:7]([C:5]([OH:6])=[O:4])=[CH:15][N:14]2[C:9]=1[C:10](=[O:16])[NH:11][CH:12]=[N:13]2.